This data is from Forward reaction prediction with 1.9M reactions from USPTO patents (1976-2016). The task is: Predict the product of the given reaction. (1) Given the reactants [CH2:1]([N:8]([CH3:13])[C:9](=[O:12])[CH2:10][Cl:11])[C:2]1[CH:7]=[CH:6][CH:5]=[CH:4][CH:3]=1.ClCC(Cl)=O.C(NC[CH:28]1[CH2:30][CH2:29]1)C1C=CC=CC=1.C(Cl)Cl.CO, predict the reaction product. The product is: [CH2:1]([N:8]([CH2:13][CH:28]1[CH2:30][CH2:29]1)[C:9](=[O:12])[CH2:10][Cl:11])[C:2]1[CH:7]=[CH:6][CH:5]=[CH:4][CH:3]=1. (2) Given the reactants [Br:1]N1C(=O)CCC1=O.C1(P(C2C=CC=CC=2)C2C=CC=CC=2)C=CC=CC=1.[F:28][C:29]1[CH:30]=[C:31]([CH2:35][O:36][CH2:37][CH2:38]O)[CH:32]=[CH:33][CH:34]=1, predict the reaction product. The product is: [Br:1][CH2:38][CH2:37][O:36][CH2:35][C:31]1[CH:32]=[CH:33][CH:34]=[C:29]([F:28])[CH:30]=1.